From a dataset of Full USPTO retrosynthesis dataset with 1.9M reactions from patents (1976-2016). Predict the reactants needed to synthesize the given product. Given the product [F:30][C:2]([F:1])([F:29])[C@H:3]1[CH2:4][CH2:5][C@H:6]([NH:9][C:10](=[O:28])[C:11]2[CH:16]=[C:15]([NH2:17])[C:14]([NH2:20])=[N:13][C:12]=2[N:21]2[CH2:26][CH2:25][CH:24]([F:27])[CH2:23][CH2:22]2)[CH2:7][CH2:8]1, predict the reactants needed to synthesize it. The reactants are: [F:1][C:2]([F:30])([F:29])[C@H:3]1[CH2:8][CH2:7][C@H:6]([NH:9][C:10](=[O:28])[C:11]2[CH:16]=[C:15]([N+:17]([O-])=O)[C:14]([NH2:20])=[N:13][C:12]=2[N:21]2[CH2:26][CH2:25][CH:24]([F:27])[CH2:23][CH2:22]2)[CH2:5][CH2:4]1.